From a dataset of TCR-epitope binding with 47,182 pairs between 192 epitopes and 23,139 TCRs. Binary Classification. Given a T-cell receptor sequence (or CDR3 region) and an epitope sequence, predict whether binding occurs between them. (1) The epitope is LEPLVDLPI. The TCR CDR3 sequence is CASSQVGGRTEAFF. Result: 0 (the TCR does not bind to the epitope). (2) The epitope is KLFIRQEEV. Result: 1 (the TCR binds to the epitope). The TCR CDR3 sequence is CASSNSYEQYF.